Regression. Given a peptide amino acid sequence and an MHC pseudo amino acid sequence, predict their binding affinity value. This is MHC class I binding data. From a dataset of Peptide-MHC class I binding affinity with 185,985 pairs from IEDB/IMGT. (1) The peptide sequence is APTNVKRYTT. The MHC is Mamu-A2201 with pseudo-sequence Mamu-A2201. The binding affinity (normalized) is 0. (2) The peptide sequence is IIFILLMLV. The MHC is HLA-A02:01 with pseudo-sequence HLA-A02:01. The binding affinity (normalized) is 0.651. (3) The peptide sequence is LPNGQDALM. The MHC is HLA-B35:01 with pseudo-sequence HLA-B35:01. The binding affinity (normalized) is 0.872. (4) The peptide sequence is YREAGIPVL. The MHC is HLA-A69:01 with pseudo-sequence HLA-A69:01. The binding affinity (normalized) is 0.0847. (5) The binding affinity (normalized) is 0.0847. The peptide sequence is FHGIFYSIF. The MHC is HLA-B57:01 with pseudo-sequence HLA-B57:01. (6) The peptide sequence is AIFQSSMTK. The MHC is HLA-B45:01 with pseudo-sequence HLA-B45:01. The binding affinity (normalized) is 0.0200. (7) The peptide sequence is KRKLMYVSA. The MHC is HLA-B46:01 with pseudo-sequence HLA-B46:01. The binding affinity (normalized) is 0.0847. (8) The peptide sequence is TFMIITSTK. The MHC is HLA-A03:01 with pseudo-sequence HLA-A03:01. The binding affinity (normalized) is 0.445. (9) The peptide sequence is ILRNPGFAL. The MHC is HLA-B07:02 with pseudo-sequence HLA-B07:02. The binding affinity (normalized) is 0.933. (10) The peptide sequence is TVLDVGDAY. The MHC is HLA-B27:05 with pseudo-sequence HLA-B27:05. The binding affinity (normalized) is 0.0847.